From a dataset of Full USPTO retrosynthesis dataset with 1.9M reactions from patents (1976-2016). Predict the reactants needed to synthesize the given product. (1) Given the product [NH:6]1[CH:10]=[CH:9][N:8]=[C:7]1[C:11]1[CH:16]=[CH:15][N:14]=[C:13]([C:17]2[CH:22]=[CH:21][N:20]3[C:23]([C:26]4[CH:27]=[C:28]([NH:32][C:33]([NH:35][CH2:36][C:37]([F:38])([F:40])[F:39])=[O:34])[CH:29]=[CH:30][CH:31]=4)=[CH:24][N:25]=[C:19]3[CH:18]=2)[N:12]=1, predict the reactants needed to synthesize it. The reactants are: CN(C)S([N:6]1[CH:10]=[CH:9][N:8]=[C:7]1[C:11]1[CH:16]=[CH:15][N:14]=[C:13]([C:17]2[CH:22]=[CH:21][N:20]3[C:23]([C:26]4[CH:31]=[CH:30][CH:29]=[C:28]([NH:32][C:33]([NH:35][CH2:36][C:37]([F:40])([F:39])[F:38])=[O:34])[CH:27]=4)=[CH:24][N:25]=[C:19]3[CH:18]=2)[N:12]=1)(=O)=O.CO.Cl. (2) Given the product [CH2:1]([O:3][C:4](=[O:35])[C:5]([CH3:6])([O:7][C:8]1[CH:13]=[CH:12][C:11]([O:14][CH:15]([C:17]2[S:21][C:20]([C:22]3[CH:23]=[CH:24][C:25]([C:28]([F:29])([F:31])[F:30])=[C:26]([F:64])[CH:27]=3)=[N:19][C:18]=2[CH3:32])[CH3:16])=[CH:10][C:9]=1[CH3:33])[CH3:34])[CH3:2], predict the reactants needed to synthesize it. The reactants are: [CH2:1]([O:3][C:4](=[O:35])[C:5]([CH3:34])([O:7][C:8]1[CH:13]=[CH:12][C:11]([O:14][C@H:15]([C:17]2[S:21][C:20]([C:22]3[CH:27]=[CH:26][C:25]([C:28]([F:31])([F:30])[F:29])=[CH:24][CH:23]=3)=[N:19][C:18]=2[CH3:32])[CH3:16])=[CH:10][C:9]=1[CH3:33])[CH3:6])[CH3:2].C(OC(=O)C(C)(OC1C=CC(O[C@@H](C2SC(C3C=CC(C(F)(F)[F:64])=CC=3)=NC=2C)C)=CC=1C)C)C. (3) Given the product [Br:29][C:30]1[CH:31]=[C:32]([C:51]2[O:28][N:27]=[C:26]([C:25]3[CH:24]=[CH:23][C:12]([CH2:13][N:14]([C:15]([O:16][C:17]([CH3:20])([CH3:19])[CH3:18])=[O:21])[CH3:22])=[CH:11][C:10]=3[F:9])[CH:52]=2)[C:33]([N:36]([C:44]([O:46][C:47]([CH3:50])([CH3:49])[CH3:48])=[O:45])[C:37](=[O:43])[O:38][C:39]([CH3:41])([CH3:42])[CH3:40])=[N:34][CH:35]=1, predict the reactants needed to synthesize it. The reactants are: C1C(=O)N(Cl)C(=O)C1.[F:9][C:10]1[CH:11]=[C:12]([CH:23]=[CH:24][C:25]=1[CH:26]=[N:27][OH:28])[CH2:13][N:14]([CH3:22])[C:15](=[O:21])[O:16][C:17]([CH3:20])([CH3:19])[CH3:18].[Br:29][C:30]1[CH:31]=[C:32]([C:51]#[CH:52])[C:33]([N:36]([C:44]([O:46][C:47]([CH3:50])([CH3:49])[CH3:48])=[O:45])[C:37](=[O:43])[O:38][C:39]([CH3:42])([CH3:41])[CH3:40])=[N:34][CH:35]=1.CCN(CC)CC. (4) Given the product [CH3:1][O:2][CH2:3][CH2:4][NH:5][C:6]1[S:7][C:8]([C:17]([N:45]2[CH2:46][CH2:47][N:34]([C:38]3[CH:37]=[C:42]([CH:41]=[CH:40][CH:39]=3)[C:31]([NH2:22])=[O:32])[CH2:44][CH2:43]2)=[O:19])=[C:9]([C:11]2[CH:12]=[CH:13][CH:14]=[CH:15][CH:16]=2)[N:10]=1, predict the reactants needed to synthesize it. The reactants are: [CH3:1][O:2][CH2:3][CH2:4][NH:5][C:6]1[S:7][C:8]([C:17]([OH:19])=O)=[C:9]([C:11]2[CH:16]=[CH:15][CH:14]=[CH:13][CH:12]=2)[N:10]=1.Cl.C[N:22]([CH3:31])CCCN=C=NCC.[OH2:32].O[N:34]1[C:38]2[CH:39]=[CH:40][CH:41]=[CH:42][C:37]=2N=N1.[CH2:43]([N:45](CC)[CH2:46][CH3:47])[CH3:44]. (5) Given the product [CH3:26][C:27]1[CH:31]=[C:30]([N:32]2[C:36](=[O:37])[N:35]([CH2:38][C:39]3[CH:40]=[CH:41][C:42]([C:45]([F:47])([F:48])[F:46])=[CH:43][CH:44]=3)[N:34]=[CH:33]2)[S:29][C:28]=1[C:49]([OH:51])=[O:50], predict the reactants needed to synthesize it. The reactants are: FC1C=CC(CN2C(=O)N(C3SC(C(OCC)=O)=C(C)C=3)C=N2)=CC=1.[CH3:26][C:27]1[CH:31]=[C:30]([N:32]2[C:36](=[O:37])[N:35]([CH2:38][C:39]3[CH:44]=[CH:43][C:42]([C:45]([F:48])([F:47])[F:46])=[CH:41][CH:40]=3)[N:34]=[CH:33]2)[S:29][C:28]=1[C:49]([O:51]CC)=[O:50]. (6) Given the product [CH:32]1([CH2:38][NH:39][C:3]([C:5]2[C:10]([NH:11][C:12]([C:14]3[C:23]4[C:18](=[CH:19][CH:20]=[CH:21][CH:22]=4)[C:17]([CH2:24][N:25]4[CH:29]=[CH:28][N:27]=[N:26]4)=[CH:16][CH:15]=3)=[O:13])=[CH:9][CH:8]=[C:7]([O:30][CH3:31])[N:6]=2)=[O:2])[CH2:37][CH2:36][CH2:35][CH2:34][CH2:33]1, predict the reactants needed to synthesize it. The reactants are: C[O:2][C:3]([C:5]1[C:10]([NH:11][C:12]([C:14]2[C:23]3[C:18](=[CH:19][CH:20]=[CH:21][CH:22]=3)[C:17]([CH2:24][N:25]3[CH:29]=[CH:28][N:27]=[N:26]3)=[CH:16][CH:15]=2)=[O:13])=[CH:9][CH:8]=[C:7]([O:30][CH3:31])[N:6]=1)=O.[CH:32]1([CH2:38][NH2:39])[CH2:37][CH2:36][CH2:35][CH2:34][CH2:33]1.